Dataset: Full USPTO retrosynthesis dataset with 1.9M reactions from patents (1976-2016). Task: Predict the reactants needed to synthesize the given product. (1) The reactants are: [N:1]1[C:10]2[C:5](=[CH:6][CH:7]=[CH:8][CH:9]=2)[CH:4]=[CH:3][C:2]=1[N:11]1[C:15]([OH:16])=[C:14]([C:17](=O)[CH3:18])[C:13]([CH3:20])=[N:12]1.[CH3:21][O:22][C:23]([C:25]1[CH:34]=[CH:33][C:28]([C:29]([NH:31][NH2:32])=[O:30])=[CH:27][CH:26]=1)=[O:24].O.C1(C)C=CC(S(O)(=O)=O)=CC=1. Given the product [N:1]1[C:10]2[C:5](=[CH:6][CH:7]=[CH:8][CH:9]=2)[CH:4]=[CH:3][C:2]=1[N:11]1[C:15](=[O:16])[C:14](=[C:17]([NH:32][NH:31][C:29](=[O:30])[C:28]2[CH:27]=[CH:26][C:25]([C:23]([O:22][CH3:21])=[O:24])=[CH:34][CH:33]=2)[CH3:18])[C:13]([CH3:20])=[N:12]1, predict the reactants needed to synthesize it. (2) Given the product [CH2:17]([N:24]1[CH2:29][CH2:28][CH:27]([CH2:30][CH2:31][NH:32][C:4]2[C:5](=[O:16])[C:6](=[O:15])[C:7]=2[NH:8][C:9]2[CH:10]=[N:11][CH:12]=[CH:13][CH:14]=2)[CH2:26][CH2:25]1)[C:18]1[CH:23]=[CH:22][CH:21]=[CH:20][CH:19]=1, predict the reactants needed to synthesize it. The reactants are: C(O[C:4]1[C:5](=[O:16])[C:6](=[O:15])[C:7]=1[NH:8][C:9]1[CH:10]=[N:11][CH:12]=[CH:13][CH:14]=1)C.[CH2:17]([N:24]1[CH2:29][CH2:28][CH:27]([CH2:30][CH2:31][NH2:32])[CH2:26][CH2:25]1)[C:18]1[CH:23]=[CH:22][CH:21]=[CH:20][CH:19]=1.